Dataset: Forward reaction prediction with 1.9M reactions from USPTO patents (1976-2016). Task: Predict the product of the given reaction. (1) Given the reactants [C:1]([CH2:3][C:4](O)=O)#[N:2].[Cl:7][C:8]1[CH:9]=[C:10]([CH:13]=[CH:14][C:15]=1[Cl:16])C=O.C([O-])(=O)C.[NH4+], predict the reaction product. The product is: [Cl:7][C:8]1[CH:9]=[C:10]([CH:4]=[CH:3][C:1]#[N:2])[CH:13]=[CH:14][C:15]=1[Cl:16]. (2) Given the reactants [CH2:1]([O:3][C:4]1[CH:9]=[CH:8][C:7]([C:10]2[CH:11]=[C:12]3[C:16](=[CH:17][CH:18]=2)[C:15](=[O:19])[CH2:14][CH2:13]3)=[C:6]([O:20]COC)[C:5]=1[O:24][CH3:25])[CH3:2].Cl, predict the reaction product. The product is: [CH2:1]([O:3][C:4]1[CH:9]=[CH:8][C:7]([C:10]2[CH:11]=[CH:12][CH:13]=[C:14]3[C:18]=2[CH2:17][CH2:16][C:15]3=[O:19])=[C:6]([OH:20])[C:5]=1[O:24][CH3:25])[CH3:2]. (3) The product is: [OH:23][C:21]([CH3:24])([CH3:22])[CH2:20][NH:19][C:10]([C:7]1[CH:6]=[C:5]([O:13][CH2:14][C:15]([F:18])([F:17])[F:16])[C:4]([CH:1]2[CH2:2][CH2:3]2)=[CH:9][N:8]=1)=[O:12]. Given the reactants [CH:1]1([C:4]2[C:5]([O:13][CH2:14][C:15]([F:18])([F:17])[F:16])=[CH:6][C:7]([C:10]([OH:12])=O)=[N:8][CH:9]=2)[CH2:3][CH2:2]1.[NH2:19][CH2:20][C:21]([CH3:24])([OH:23])[CH3:22], predict the reaction product. (4) Given the reactants [Cl:1][C:2]1[C:7]([S:8]([N:11]([O:13][CH3:14])[CH3:12])(=[O:10])=[O:9])=[C:6]([OH:15])[C:5]([NH:16][C:17]2[C:20](=[O:21])[C:19](=[O:22])[C:18]=2OCC)=[CH:4][CH:3]=1.[CH:26]([NH2:35])([C:31]([F:34])([F:33])[F:32])[C:27]([F:30])([F:29])[F:28].CS(O)(=O)=O, predict the reaction product. The product is: [Cl:1][C:2]1[C:7]([S:8]([N:11]([O:13][CH3:14])[CH3:12])(=[O:9])=[O:10])=[C:6]([OH:15])[C:5]([NH:16][C:17]2[C:20](=[O:21])[C:19](=[O:22])[C:18]=2[NH:35][CH:26]([C:31]([F:34])([F:33])[F:32])[C:27]([F:30])([F:29])[F:28])=[CH:4][CH:3]=1. (5) Given the reactants [Cl:1][C:2]1[CH:3]=[CH:4][C:5]([C:12]#[C:13][Si](C)(C)C)=[C:6]([CH:11]=1)[C:7]([O:9][CH3:10])=[O:8].C([O-])([O-])=O.[K+].[K+], predict the reaction product. The product is: [Cl:1][C:2]1[CH:3]=[CH:4][C:5]([C:12]#[CH:13])=[C:6]([CH:11]=1)[C:7]([O:9][CH3:10])=[O:8]. (6) Given the reactants [C:1]1([C@H:7]([NH2:9])[CH3:8])[CH:6]=[CH:5][CH:4]=[CH:3][CH:2]=1.C(N(CC)CC)C.[C:17](Cl)(=[O:25])[CH2:18][CH2:19][CH2:20][CH2:21][CH2:22][CH2:23][CH3:24], predict the reaction product. The product is: [C:17]([NH:9][C@@H:7]([C:1]1[CH:6]=[CH:5][CH:4]=[CH:3][CH:2]=1)[CH3:8])(=[O:25])[CH2:18][CH2:19][CH2:20][CH2:21][CH2:22][CH2:23][CH3:24]. (7) Given the reactants [Cl:1][C:2]1[CH:7]=[CH:6][C:5]([CH2:8][CH2:9][NH:10][C:11]([NH2:13])=[S:12])=[CH:4][CH:3]=1.Br[CH2:15][C:16]([C:18]1[CH:23]=[CH:22][CH:21]=[CH:20][CH:19]=1)=O.[H-].[Na+].Cl[CH2:27][C:28]1[CH:47]=[CH:46][C:31]([CH2:32][O:33][C:34]2[CH:39]=[CH:38][C:37]([CH2:40][CH2:41][C:42]([O:44]C)=[O:43])=[CH:36][CH:35]=2)=[CH:30][CH:29]=1.P([O-])(O)(O)=O.[K+], predict the reaction product. The product is: [Cl:1][C:2]1[CH:3]=[CH:4][C:5]([CH2:8][CH2:9][N:10]([CH2:27][C:28]2[CH:47]=[CH:46][C:31]([CH2:32][O:33][C:34]3[CH:39]=[CH:38][C:37]([CH2:40][CH2:41][C:42]([OH:44])=[O:43])=[CH:36][CH:35]=3)=[CH:30][CH:29]=2)[C:11]2[S:12][CH:15]=[C:16]([C:18]3[CH:23]=[CH:22][CH:21]=[CH:20][CH:19]=3)[N:13]=2)=[CH:6][CH:7]=1. (8) Given the reactants [Al+3].[Cl-].[Cl-].[Cl-].Cl[C:6](=[O:12])[C:7]([O:9][CH2:10][CH3:11])=[O:8].[Br:13][C:14]1[CH:15]=[C:16]([CH3:20])[CH:17]=[CH:18][CH:19]=1.[Cl-].[NH4+], predict the reaction product. The product is: [Br:13][C:14]1[CH:19]=[CH:18][C:17]([C:6](=[O:12])[C:7]([O:9][CH2:10][CH3:11])=[O:8])=[C:16]([CH3:20])[CH:15]=1.